Task: Predict which catalyst facilitates the given reaction.. Dataset: Catalyst prediction with 721,799 reactions and 888 catalyst types from USPTO Reactant: [F:1][C:2]([F:20])([S:16](F)(=[O:18])=[O:17])[C:3]([NH:5][NH:6][C:7](=[O:15])[C:8]([S:11](F)(=[O:13])=[O:12])([F:10])[F:9])=[O:4].[F:21][C:22]([F:28])([F:27])[S:23]([NH2:26])(=[O:25])=[O:24].[CH2:29]([N:31]([CH2:34][CH3:35])[CH2:32][CH3:33])[CH3:30]. Product: [CH2:29]([NH+:31]([CH2:34][CH3:35])[CH2:32][CH3:33])[CH3:30].[F:21][C:22]([F:28])([F:27])[S:23]([NH:26][S:11]([C:8]([F:10])([F:9])[C:7]([NH:6][NH:5][C:3](=[O:4])[C:2]([S:16](=[O:18])(=[O:17])[NH:26][S:23]([C:22]([F:28])([F:27])[F:21])(=[O:25])=[O:24])([F:20])[F:1])=[O:15])(=[O:13])=[O:12])(=[O:25])=[O:24]. The catalyst class is: 7.